Dataset: Full USPTO retrosynthesis dataset with 1.9M reactions from patents (1976-2016). Task: Predict the reactants needed to synthesize the given product. (1) The reactants are: C([O:3][C:4]([C:6]1[NH:7][C:8]2[C:13]([CH:14]=1)=[CH:12][C:11](Br)=[CH:10][CH:9]=2)=[O:5])C.[C:16]([C:20]1[CH:25]=[CH:24][C:23](B(O)O)=[CH:22][CH:21]=1)([CH3:19])([CH3:18])[CH3:17].[CH:29]([O:32][C:33]1[CH:38]=[CH:37][C:36](B(O)O)=[CH:35][CH:34]=1)([CH3:31])[CH3:30].[CH:42]([O:45][C:46]1[CH:47]=[C:48](B(O)O)[CH:49]=[CH:50][CH:51]=1)([CH3:44])[CH3:43]. Given the product [C:16]([C:20]1[CH:25]=[CH:24][C:23]([C:11]2[CH:12]=[C:13]3[C:8](=[CH:9][CH:10]=2)[N:7]([C:35]2[CH:36]=[CH:37][CH:38]=[C:33]([O:32][CH:29]([CH3:31])[CH3:30])[CH:34]=2)[C:6]([C:4]([OH:3])=[O:5])=[C:14]3[C:49]2[CH:48]=[CH:47][C:46]([O:45][CH:42]([CH3:44])[CH3:43])=[CH:51][CH:50]=2)=[CH:22][CH:21]=1)([CH3:19])([CH3:18])[CH3:17], predict the reactants needed to synthesize it. (2) Given the product [Br:29][CH2:2][C:1](/[C:4](/[C:13]1[CH:14]=[CH:15][C:16]([C:19]([F:20])([F:21])[F:22])=[CH:17][CH:18]=1)=[CH:5]\[CH:6]=[CH:7]\[C:8]([O:10][CH2:11][CH3:12])=[O:9])=[O:3], predict the reactants needed to synthesize it. The reactants are: [C:1](/[C:4](/[C:13]1[CH:18]=[CH:17][C:16]([C:19]([F:22])([F:21])[F:20])=[CH:15][CH:14]=1)=[CH:5]\[CH:6]=[CH:7]\[C:8]([O:10][CH2:11][CH3:12])=[O:9])(=[O:3])[CH3:2].C1CNC(=O)C1.[Br:29][Br-]Br.O. (3) Given the product [Cl:48][C:49]1[CH:50]=[C:51]([C:59]2[N:63]=[C:62]([C:64]3[CH:65]=[CH:66][C:67](/[CH:68]=[CH:13]\[C:14]([O:16][CH3:17])=[O:15])=[CH:70][CH:71]=3)[O:61][N:60]=2)[CH:52]=[CH:53][C:54]=1[O:55][CH:56]([CH3:57])[CH3:58], predict the reactants needed to synthesize it. The reactants are: FC(F)(F)COP([CH2:13][C:14]([O:16][CH3:17])=[O:15])(OCC(F)(F)F)=O.C1OCCOCCOCCOCCOCCOC1.C[Si]([N-][Si](C)(C)C)(C)C.[K+].[Cl:48][C:49]1[CH:50]=[C:51]([C:59]2[N:63]=[C:62]([C:64]3[CH:71]=[CH:70][C:67]([CH:68]=O)=[CH:66][CH:65]=3)[O:61][N:60]=2)[CH:52]=[CH:53][C:54]=1[O:55][CH:56]([CH3:58])[CH3:57]. (4) Given the product [N:11]1([C:14]2[CH:19]=[CH:18][C:17]([NH:20][C:21]([C:23]3[C:24]([C:30]4[CH:31]=[CH:32][C:33]([CH:36]([CH3:38])[CH3:37])=[CH:34][CH:35]=4)=[C:25]([CH3:29])[CH:26]=[CH:27][CH:28]=3)=[O:22])=[CH:16][N:15]=2)[CH2:10][CH2:9][NH:8][CH2:13][CH2:12]1, predict the reactants needed to synthesize it. The reactants are: C([N:8]1[CH2:13][CH2:12][N:11]([C:14]2[CH:19]=[CH:18][C:17]([NH:20][C:21]([C:23]3[C:24]([C:30]4[CH:35]=[CH:34][C:33]([CH:36]([CH3:38])[CH3:37])=[CH:32][CH:31]=4)=[C:25]([CH3:29])[CH:26]=[CH:27][CH:28]=3)=[O:22])=[CH:16][N:15]=2)[CH2:10][CH2:9]1)C1C=CC=CC=1. (5) Given the product [Br:23][C:24]1[CH:29]=[C:28]([C:16]2[CH:17]=[CH:18][C:19]3[N:7]([C:8]4[CH:9]=[CH:10][CH:11]=[CH:12][CH:13]=4)[C:1]4[C:6]([C:14]=3[CH:15]=2)=[CH:5][CH:4]=[CH:3][CH:2]=4)[CH:27]=[CH:26][CH:25]=1, predict the reactants needed to synthesize it. The reactants are: [C:1]1([N:7]2[C:19]3[CH:18]=[CH:17][C:16](B(O)O)=[CH:15][C:14]=3[C:13]3[C:8]2=[CH:9][CH:10]=[CH:11][CH:12]=3)[CH:6]=[CH:5][CH:4]=[CH:3][CH:2]=1.[Br:23][C:24]1[CH:25]=[C:26](I)[CH:27]=[CH:28][CH:29]=1.C(=O)([O-])[O-].[K+].[K+]. (6) Given the product [N:18]1[CH:23]=[CH:22][C:21]([CH2:24][NH:25][C:15]([C:14]2[C:10]3[C:9]4[CH:8]=[CH:7][CH:6]=[CH:5][C:4]=4[NH:3][C:2](=[O:1])[C:11]=3[NH:12][CH:13]=2)=[O:17])=[CH:20][CH:19]=1, predict the reactants needed to synthesize it. The reactants are: [O:1]=[C:2]1[C:11]2[NH:12][CH:13]=[C:14]([C:15]([OH:17])=O)[C:10]=2[C:9]2[CH:8]=[CH:7][CH:6]=[CH:5][C:4]=2[NH:3]1.[N:18]1[CH:23]=[CH:22][C:21]([CH2:24][NH2:25])=[CH:20][CH:19]=1. (7) Given the product [CH3:26][C:21]1([CH3:27])[C:22]([CH3:25])([CH3:24])[O:23][B:19]([C:2]2[CH:7]=[CH:6][C:5]([C:8]([NH:11][C:12](=[O:18])[O:13][C:14]([CH3:17])([CH3:16])[CH3:15])([CH3:10])[CH3:9])=[CH:4][CH:3]=2)[O:20]1, predict the reactants needed to synthesize it. The reactants are: Br[C:2]1[CH:7]=[CH:6][C:5]([C:8]([NH:11][C:12](=[O:18])[O:13][C:14]([CH3:17])([CH3:16])[CH3:15])([CH3:10])[CH3:9])=[CH:4][CH:3]=1.[B:19]1([B:19]2[O:23][C:22]([CH3:25])([CH3:24])[C:21]([CH3:27])([CH3:26])[O:20]2)[O:23][C:22]([CH3:25])([CH3:24])[C:21]([CH3:27])([CH3:26])[O:20]1.C([O-])(=O)C.[K+].